Dataset: Forward reaction prediction with 1.9M reactions from USPTO patents (1976-2016). Task: Predict the product of the given reaction. (1) Given the reactants [N+:1]([C:4]1[CH:9]=[CH:8][C:7]([N:10]([CH2:18][CH2:19][C:20]2[N:21]=[CH:22][S:23][CH:24]=2)[C:11](=[O:17])[O:12][C:13]([CH3:16])([CH3:15])[CH3:14])=[CH:6][CH:5]=1)([O-])=O.[H][H], predict the reaction product. The product is: [NH2:1][C:4]1[CH:9]=[CH:8][C:7]([N:10]([CH2:18][CH2:19][C:20]2[N:21]=[CH:22][S:23][CH:24]=2)[C:11](=[O:17])[O:12][C:13]([CH3:14])([CH3:15])[CH3:16])=[CH:6][CH:5]=1. (2) Given the reactants [C:1]([C:3]1[O:7][C:6]([S:8]([NH2:11])(=[O:10])=[O:9])=[CH:5][CH:4]=1)#[N:2].Cl[C:13]1[CH:18]=[C:17]([O:19][C@H:20]([CH3:42])[CH2:21][O:22][C:23]([C:36]2[CH:41]=[CH:40][CH:39]=[CH:38][CH:37]=2)([C:30]2[CH:35]=[CH:34][CH:33]=[CH:32][CH:31]=2)[C:24]2[CH:29]=[CH:28][CH:27]=[CH:26][CH:25]=2)[N:16]=[C:15]([S:43][CH2:44][C:45]2[CH:50]=[CH:49][CH:48]=[C:47]([F:51])[C:46]=2[F:52])[N:14]=1, predict the reaction product. The product is: [C:1]([C:3]1[O:7][C:6]([S:8]([NH:11][C:13]2[CH:18]=[C:17]([O:19][C@H:20]([CH3:42])[CH2:21][O:22][C:23]([C:36]3[CH:37]=[CH:38][CH:39]=[CH:40][CH:41]=3)([C:30]3[CH:35]=[CH:34][CH:33]=[CH:32][CH:31]=3)[C:24]3[CH:25]=[CH:26][CH:27]=[CH:28][CH:29]=3)[N:16]=[C:15]([S:43][CH2:44][C:45]3[CH:50]=[CH:49][CH:48]=[C:47]([F:51])[C:46]=3[F:52])[N:14]=2)(=[O:10])=[O:9])=[CH:5][CH:4]=1)#[N:2].